From a dataset of Catalyst prediction with 721,799 reactions and 888 catalyst types from USPTO. Predict which catalyst facilitates the given reaction. (1) Reactant: [CH2:1]([O:3][CH2:4][O:5][C:6]1[C:13]([CH3:14])=[CH:12][CH:11]=[CH:10][C:7]=1[CH:8]=[O:9])[CH3:2].[BH4-].[Na+]. Product: [CH2:1]([O:3][CH2:4][O:5][C:6]1[C:13]([CH3:14])=[CH:12][CH:11]=[CH:10][C:7]=1[CH2:8][OH:9])[CH3:2]. The catalyst class is: 5. (2) Reactant: [CH3:1][O:2][C:3](=[O:17])[C:4]1[CH:9]=[C:8]([N+:10]([O-:12])=[O:11])[C:7]([O:13][CH2:14][CH3:15])=[CH:6][C:5]=1[NH2:16].CO[CH:20](OC)[N:21]([CH3:23])[CH3:22]. Product: [CH3:20][N:21]([CH:23]=[N:16][C:5]1[CH:6]=[C:7]([O:13][CH2:14][CH3:15])[C:8]([N+:10]([O-:12])=[O:11])=[CH:9][C:4]=1[C:3]([O:2][CH3:1])=[O:17])[CH3:22]. The catalyst class is: 6. (3) Reactant: [N:1]1([C:5]([C:7]2[CH:33]=[CH:32][C:10]([O:11][C:12]3[CH:13]=[C:14]([CH:24]=[C:25]([O:27][C@@H:28]([CH3:31])[CH2:29][OH:30])[CH:26]=3)[C:15]([NH:17][C:18]3[CH:22]=[CH:21][N:20]([CH3:23])[N:19]=3)=[O:16])=[C:9](Cl)[C:8]=2[F:35])=[O:6])[CH2:4][CH2:3][CH2:2]1.C(N(CC)CC)C. Product: [N:1]1([C:5]([C:7]2[CH:33]=[CH:32][C:10]([O:11][C:12]3[CH:13]=[C:14]([CH:24]=[C:25]([O:27][C@@H:28]([CH3:31])[CH2:29][OH:30])[CH:26]=3)[C:15]([NH:17][C:18]3[CH:22]=[CH:21][N:20]([CH3:23])[N:19]=3)=[O:16])=[CH:9][C:8]=2[F:35])=[O:6])[CH2:2][CH2:3][CH2:4]1. The catalyst class is: 5. (4) Reactant: [Cl:1][C:2]1[N:7]=[CH:6][N:5]=[C:4]([CH2:8]O)[CH:3]=1.[C:10]1(=[O:20])[C:18]2[C:13](=[CH:14][CH:15]=[CH:16][CH:17]=2)[C:12](=[O:19])[NH:11]1.C1C=CC(P(C2C=CC=CC=2)C2C=CC=CC=2)=CC=1.CC(OC(/N=N/C(OC(C)C)=O)=O)C. Product: [Cl:1][C:2]1[N:7]=[CH:6][N:5]=[C:4]([CH2:8][N:11]2[C:12](=[O:19])[C:13]3[C:18](=[CH:17][CH:16]=[CH:15][CH:14]=3)[C:10]2=[O:20])[CH:3]=1. The catalyst class is: 7. (5) Reactant: [CH3:1][O:2][C:3]([CH:5]1[CH2:10][N:9]([S:11]([C:14]2[CH:15]=[C:16]3[C:20](=[CH:21][CH:22]=2)[CH2:19][CH2:18][CH:17]3[C:23]([O:25]CC2C=CC([N+]([O-])=O)=CC=2)=[O:24])(=[O:13])=[O:12])[CH2:8][CH2:7][N:6]1[C:36]1[CH:41]=[CH:40][C:39]([C:42]([F:45])([F:44])[F:43])=[CH:38][N:37]=1)=[O:4].C1CCC=CC=1.C(O)C. Product: [CH3:1][O:2][C:3]([C@H:5]1[CH2:10][N:9]([S:11]([C:14]2[CH:15]=[C:16]3[C:20](=[CH:21][CH:22]=2)[CH2:19][CH2:18][CH:17]3[C:23]([OH:25])=[O:24])(=[O:13])=[O:12])[CH2:8][CH2:7][N:6]1[C:36]1[CH:41]=[CH:40][C:39]([C:42]([F:44])([F:43])[F:45])=[CH:38][N:37]=1)=[O:4]. The catalyst class is: 43. (6) Reactant: [CH3:1][O:2][C:3](=[O:15])[CH:4](P(OCC)(OCC)=O)[O:5][CH3:6].[Li+].C[O-].[CH3:19][C:20]1[O:24][C:23]([C:25]2[CH:30]=[CH:29][CH:28]=[CH:27][CH:26]=2)=[N:22][C:21]=1[CH2:31][CH2:32][O:33][C:34]1[C:42]2[CH:41]=[CH:40][S:39][C:38]=2[C:37]([CH:43]=O)=[CH:36][CH:35]=1. Product: [CH3:1][O:2][C:3](=[O:15])/[C:4](/[O:5][CH3:6])=[CH:43]/[C:37]1[C:38]2[S:39][CH:40]=[CH:41][C:42]=2[C:34]([O:33][CH2:32][CH2:31][C:21]2[N:22]=[C:23]([C:25]3[CH:30]=[CH:29][CH:28]=[CH:27][CH:26]=3)[O:24][C:20]=2[CH3:19])=[CH:35][CH:36]=1. The catalyst class is: 3. (7) Reactant: [C:1]([C:3]1[N:4]=[CH:5][C:6]2[CH2:11][N:10]([C:12]([O:14][C:15]([CH3:18])([CH3:17])[CH3:16])=[O:13])[CH2:9][C:7]=2[N:8]=1)#[N:2].[N:19]([Sn](C)(C)C)=[N+:20]=[N-:21]. Product: [NH:19]1[C:1]([C:3]2[N:4]=[CH:5][C:6]3[CH2:11][N:10]([C:12]([O:14][C:15]([CH3:18])([CH3:17])[CH3:16])=[O:13])[CH2:9][C:7]=3[N:8]=2)=[N:2][N:21]=[N:20]1. The catalyst class is: 11.